This data is from Peptide-MHC class II binding affinity with 134,281 pairs from IEDB. The task is: Regression. Given a peptide amino acid sequence and an MHC pseudo amino acid sequence, predict their binding affinity value. This is MHC class II binding data. (1) The peptide sequence is GRIGRNPSQVGDEYCY. The MHC is DRB1_0301 with pseudo-sequence DRB1_0301. The binding affinity (normalized) is 0. (2) The peptide sequence is FENLVAENVKPPKVD. The binding affinity (normalized) is 0.259. The MHC is DRB1_1302 with pseudo-sequence DRB1_1302. (3) The peptide sequence is SDTPYRVNRYTKSAH. The MHC is DRB1_1302 with pseudo-sequence DRB1_1302. The binding affinity (normalized) is 0.476. (4) The peptide sequence is IRDKVQKEYALFYKLDVV. The MHC is HLA-DPA10201-DPB11401 with pseudo-sequence HLA-DPA10201-DPB11401. The binding affinity (normalized) is 0.616. (5) The peptide sequence is QSCRRPNAQRFGISN. The MHC is HLA-DPA10201-DPB10501 with pseudo-sequence HLA-DPA10201-DPB10501. The binding affinity (normalized) is 0.270. (6) The peptide sequence is VDIKPKDSDEFIPMK. The MHC is HLA-DQA10102-DQB10602 with pseudo-sequence HLA-DQA10102-DQB10602. The binding affinity (normalized) is 0.284.